This data is from Forward reaction prediction with 1.9M reactions from USPTO patents (1976-2016). The task is: Predict the product of the given reaction. (1) Given the reactants BrC1C(C=[N:11][S@:12]([C:14]([CH3:17])([CH3:16])[CH3:15])=[O:13])=NC(SC)=NC=1.[Cl:18][C:19]1[C:20]([CH:27]=O)=[N:21][CH:22]=[C:23]([S:25][CH3:26])[N:24]=1, predict the reaction product. The product is: [Cl:18][C:19]1[C:20](/[CH:27]=[N:11]\[S@:12]([C:14]([CH3:17])([CH3:16])[CH3:15])=[O:13])=[N:21][CH:22]=[C:23]([S:25][CH3:26])[N:24]=1. (2) Given the reactants [N:1]1[CH:6]=[CH:5][CH:4]=[CH:3][C:2]=1[CH:7](C)[C:8]([O:10][CH2:11][CH3:12])=[O:9].ClC1C=C(C=CC=1)C(OO)=[O:19], predict the reaction product. The product is: [CH2:11]([O:10][C:8]([CH2:7][C:2]1[CH:3]=[CH:4][CH:5]=[CH:6][N+:1]=1[O-:19])=[O:9])[CH3:12]. (3) Given the reactants [Br:1][C:2]1[CH:6]=[CH:5][N:4]([NH:7][C:8](=[O:19])[C@@H:9]([NH:11][C:12]([O:14][C:15]([CH3:18])([CH3:17])[CH3:16])=[O:13])[CH3:10])[C:3]=1[C:20]([O:22]C)=O.[CH3:24][O:25][C:26]1[CH:38]=[CH:37][C:29]([CH2:30][N:31]2[CH:35]=[C:34]([NH2:36])[CH:33]=[N:32]2)=[CH:28][CH:27]=1, predict the reaction product. The product is: [Br:1][C:2]1[CH:6]=[CH:5][N:4]([NH:7][C:8](=[O:19])[C@@H:9]([NH:11][C:12](=[O:13])[O:14][C:15]([CH3:16])([CH3:17])[CH3:18])[CH3:10])[C:3]=1[C:20](=[O:22])[NH:36][C:34]1[CH:33]=[N:32][N:31]([CH2:30][C:29]2[CH:37]=[CH:38][C:26]([O:25][CH3:24])=[CH:27][CH:28]=2)[CH:35]=1. (4) Given the reactants [OH:1][CH2:2][CH2:3][CH2:4][NH:5][C:6](=[O:12])[O:7][C:8]([CH3:11])([CH3:10])[CH3:9].CC(OI1(OC(C)=O)(OC(C)=O)OC(=O)C2C=CC=CC1=2)=O.N1C=CC=CC=1, predict the reaction product. The product is: [O:1]=[CH:2][CH2:3][CH2:4][NH:5][C:6](=[O:12])[O:7][C:8]([CH3:10])([CH3:9])[CH3:11].